Dataset: Reaction yield outcomes from USPTO patents with 853,638 reactions. Task: Predict the reaction yield, written as a fraction of the theoretical maximum amount of product (1.0 means a 100% yield; for example, 0.34 means a 34% yield). (1) The reactants are [NH2:1][C:2]1[N:7]=[CH:6][N:5]=[C:4]([NH:8][C@H:9]([C:11]2[N:16]([C:17]3[CH:22]=[CH:21][CH:20]=[CH:19][CH:18]=3)[C:15](=[O:23])[C:14]3=[C:24]([CH3:27])[CH:25]=[CH:26][N:13]3[N:12]=2)[CH3:10])[C:3]=1[C:28]1[CH:36]=[C:35]2[C:31]([CH:32]=[CH:33][NH:34]2)=[CH:30][CH:29]=1.[H-].[Na+].[CH3:39][O:40][C:41]1[CH:46]=[CH:45][C:44]([S:47](Cl)(=[O:49])=[O:48])=[CH:43][CH:42]=1.O. The catalyst is C(OCC)(=O)C. The product is [NH2:1][C:2]1[N:7]=[CH:6][N:5]=[C:4]([NH:8][C@H:9]([C:11]2[N:16]([C:17]3[CH:22]=[CH:21][CH:20]=[CH:19][CH:18]=3)[C:15](=[O:23])[C:14]3=[C:24]([CH3:27])[CH:25]=[CH:26][N:13]3[N:12]=2)[CH3:10])[C:3]=1[C:28]1[CH:36]=[C:35]2[C:31]([CH:32]=[CH:33][N:34]2[S:47]([C:44]2[CH:43]=[CH:42][C:41]([O:40][CH3:39])=[CH:46][CH:45]=2)(=[O:49])=[O:48])=[CH:30][CH:29]=1. The yield is 0.420. (2) The reactants are [Br:1][C:2]1[C:7]([NH2:8])=[CH:6][C:5]([CH3:9])=[CH:4][N:3]=1.[Cl:10][C:11]1[CH:16]=[CH:15][C:14]([S:17](Cl)(=[O:19])=[O:18])=[CH:13][C:12]=1[C:21]([F:24])([F:23])[F:22]. The catalyst is N1C=CC=CC=1. The product is [Br:1][C:2]1[C:7]([NH:8][S:17]([C:14]2[CH:15]=[CH:16][C:11]([Cl:10])=[C:12]([C:21]([F:24])([F:22])[F:23])[CH:13]=2)(=[O:19])=[O:18])=[CH:6][C:5]([CH3:9])=[CH:4][N:3]=1. The yield is 0.840. (3) The reactants are [C:1]1([C:7]2[N:12]=[N:11][C:10]([NH:13][NH:14][C:15](=O)[CH2:16][C:17]3[CH:18]=[C:19]4[C:24](=[CH:25][CH:26]=3)[N:23]=[CH:22][CH:21]=[CH:20]4)=[N:9][CH:8]=2)[CH:6]=[CH:5][CH:4]=[CH:3][CH:2]=1. The catalyst is C(O)(=O)C. The product is [N:23]1[C:24]2[C:19](=[CH:18][C:17]([CH2:16][C:15]3[N:11]4[N:12]=[C:7]([C:1]5[CH:6]=[CH:5][CH:4]=[CH:3][CH:2]=5)[CH:8]=[N:9][C:10]4=[N:13][N:14]=3)=[CH:26][CH:25]=2)[CH:20]=[CH:21][CH:22]=1. The yield is 0.812. (4) The reactants are Cl.[CH2:2]([O:9][C:10]([CH:12]1[CH2:17][CH2:16][NH:15][CH2:14][CH2:13]1)=[O:11])[C:3]1[CH:8]=[CH:7][CH:6]=[CH:5][CH:4]=1.C(N(CC)CC)C.[CH3:25][S:26](Cl)(=[O:28])=[O:27]. The catalyst is CN(C=O)C.O. The product is [CH2:2]([O:9][C:10]([CH:12]1[CH2:17][CH2:16][N:15]([S:26]([CH3:25])(=[O:28])=[O:27])[CH2:14][CH2:13]1)=[O:11])[C:3]1[CH:4]=[CH:5][CH:6]=[CH:7][CH:8]=1. The yield is 0.780. (5) The reactants are Br[C:2]1[CH:7]=[CH:6][C:5]([NH:8][C:9]2[CH:14]=[CH:13][CH:12]=[CH:11][C:10]=2[CH3:15])=[CH:4][CH:3]=1.[O:16]1[C:20]2[CH:21]=[CH:22][C:23](B(O)O)=[CH:24][C:19]=2[CH2:18][CH2:17]1.P([O-])([O-])([O-])=O.[K+].[K+].[K+]. The catalyst is O1CCOCC1. The product is [O:16]1[C:20]2[CH:21]=[CH:22][C:23]([C:2]3[CH:7]=[CH:6][C:5]([NH:8][C:9]4[CH:14]=[CH:13][CH:12]=[CH:11][C:10]=4[CH3:15])=[CH:4][CH:3]=3)=[CH:24][C:19]=2[CH2:18][CH2:17]1. The yield is 0.270. (6) The reactants are [H-].[Na+].[CH3:3][C:4]1[S:14][C:7]2[NH:8][C:9](=[O:13])O[C:11](=[O:12])[C:6]=2[CH:5]=1.[F:15][C:16]1[CH:17]=[C:18]([CH:21]=[CH:22][CH:23]=1)[CH2:19]Br.[CH2:24](C(CC)(C([O-])=O)C([O-])=O)[CH3:25].[C:35](=[O:38])([O-])[O-:36].[Na+].[Na+].[CH3:41]N(C=O)C. No catalyst specified. The product is [CH2:24]([O:36][C:35]([C:41]1[C:9](=[O:13])[N:8]([CH2:19][C:18]2[CH:21]=[CH:22][CH:23]=[C:16]([F:15])[CH:17]=2)[C:7]2[S:14][C:4]([CH3:3])=[CH:5][C:6]=2[C:11]=1[OH:12])=[O:38])[CH3:25]. The yield is 0.970. (7) The reactants are [Na].Br[C:3]1[N:4]([CH:19]2[CH2:24][CH2:23][CH2:22][CH2:21][O:20]2)[C:5]2[C:10]([N:11]=1)=[C:9]([NH2:12])[N:8]=[C:7]([O:13][CH2:14][CH2:15][O:16][CH2:17][CH3:18])[N:6]=2.[CH3:25][OH:26]. No catalyst specified. The product is [CH2:17]([O:16][CH2:15][CH2:14][O:13][C:7]1[N:6]=[C:5]2[C:10]([N:11]=[C:3]([O:26][CH3:25])[N:4]2[CH:19]2[CH2:24][CH2:23][CH2:22][CH2:21][O:20]2)=[C:9]([NH2:12])[N:8]=1)[CH3:18]. The yield is 0.784. (8) The reactants are C([N:8]1[CH2:12][CH2:11][C:10]([CH2:18][F:19])([C:13]([O:15][CH2:16][CH3:17])=[O:14])[CH2:9]1)C1C=CC=CC=1.C([O-])=O.[NH4+]. The catalyst is C(O)C.[Pd]. The product is [F:19][CH2:18][C:10]1([C:13]([O:15][CH2:16][CH3:17])=[O:14])[CH2:11][CH2:12][NH:8][CH2:9]1. The yield is 0.950. (9) The reactants are [Cl:1][C:2]1[C:3]2[CH:10]=[C:9]([C:11]([O:13][CH2:14][CH3:15])=[O:12])[NH:8][C:4]=2[N:5]=[CH:6][N:7]=1.[Br:16]N1C(=O)CCC1=O. The catalyst is CN(C)C=O. The product is [Br:16][C:10]1[C:3]2[C:2]([Cl:1])=[N:7][CH:6]=[N:5][C:4]=2[NH:8][C:9]=1[C:11]([O:13][CH2:14][CH3:15])=[O:12]. The yield is 0.860. (10) The reactants are [C:1]([C:5]1[CH:9]=[C:8]([NH2:10])[N:7]([C:11]2[CH:12]=[C:13]3[C:18](=[CH:19][CH:20]=2)[CH2:17][NH:16][CH2:15][CH2:14]3)[N:6]=1)([CH3:4])([CH3:3])[CH3:2].[CH3:21][C:22]([O:25][C:26](O[C:26]([O:25][C:22]([CH3:24])([CH3:23])[CH3:21])=[O:27])=[O:27])([CH3:24])[CH3:23]. The catalyst is C(Cl)Cl. The product is [NH2:10][C:8]1[N:7]([C:11]2[CH:12]=[C:13]3[C:18](=[CH:19][CH:20]=2)[CH2:17][N:16]([C:26]([O:25][C:22]([CH3:24])([CH3:23])[CH3:21])=[O:27])[CH2:15][CH2:14]3)[N:6]=[C:5]([C:1]([CH3:4])([CH3:2])[CH3:3])[CH:9]=1. The yield is 0.590.